From a dataset of Reaction yield outcomes from USPTO patents with 853,638 reactions. Predict the reaction yield, written as a fraction of the theoretical maximum amount of product (1.0 means a 100% yield; for example, 0.34 means a 34% yield). (1) The reactants are [CH3:1][N:2]([CH3:43])[C:3]1[CH:8]=[CH:7][N:6]=[C:5]([NH:9][C:10](=[O:42])[C:11]2[CH:16]=[CH:15][C:14]([O:17][C:18]3[CH:23]=[CH:22][N:21]=[C:20]4[N:24]([CH2:33][C:34]5[CH:39]=[CH:38][C:37]([O:40][CH3:41])=[CH:36][CH:35]=5)[N:25]=[C:26]([NH:27][C@@H:28]5[CH2:32][CH2:31][NH:30][CH2:29]5)[C:19]=34)=[CH:13][CH:12]=2)[CH:4]=1.Cl.[CH:45]1([N:48]([CH3:55])[CH2:49]/[CH:50]=[CH:51]/[C:52](O)=[O:53])[CH2:47][CH2:46]1. No catalyst specified. The product is [CH:45]1([N:48]([CH3:55])[CH2:49]/[CH:50]=[CH:51]/[C:52]([N:30]2[CH2:31][CH2:32][C@@H:28]([NH:27][C:26]3[C:19]4[C:20](=[N:21][CH:22]=[CH:23][C:18]=4[O:17][C:14]4[CH:13]=[CH:12][C:11]([C:10]([NH:9][C:5]5[CH:4]=[C:3]([N:2]([CH3:1])[CH3:43])[CH:8]=[CH:7][N:6]=5)=[O:42])=[CH:16][CH:15]=4)[N:24]([CH2:33][C:34]4[CH:35]=[CH:36][C:37]([O:40][CH3:41])=[CH:38][CH:39]=4)[N:25]=3)[CH2:29]2)=[O:53])[CH2:47][CH2:46]1. The yield is 0.480. (2) The reactants are [NH2:1][C:2]1[CH:15]=[CH:14][C:5]([O:6][C:7]2[CH:12]=[CH:11][N:10]=[C:9]([NH2:13])[CH:8]=2)=[CH:4][C:3]=1[Cl:16].C(N(CC)CC)C.Cl[C:25](OC1C=CC=CC=1)=[O:26].[N:34]1([CH2:40][CH2:41][CH2:42][NH2:43])[CH2:39][CH2:38][O:37][CH2:36][CH2:35]1. The catalyst is O1CCCC1.C(OCC)(=O)C.CN(C)C=O. The product is [NH2:1][C:2]1[CH:15]=[CH:14][C:5]([O:6][C:7]2[CH:12]=[CH:11][N:10]=[C:9]([NH:13][C:25]([NH:43][CH2:42][CH2:41][CH2:40][N:34]3[CH2:39][CH2:38][O:37][CH2:36][CH2:35]3)=[O:26])[CH:8]=2)=[CH:4][C:3]=1[Cl:16]. The yield is 0.278. (3) The reactants are [NH2:1][C:2]1[N:3]=[CH:4][C:5]([C:8](=[N:10][OH:11])[NH2:9])=[N:6][CH:7]=1.[F:12][C:13]([F:24])([F:23])[C:14](O[C:14](=O)[C:13]([F:24])([F:23])[F:12])=O. The catalyst is C1COCC1. The product is [F:12][C:13]([F:24])([F:23])[C:14]1[O:11][N:10]=[C:8]([C:5]2[N:6]=[CH:7][C:2]([NH2:1])=[N:3][CH:4]=2)[N:9]=1. The yield is 0.660.